From a dataset of Forward reaction prediction with 1.9M reactions from USPTO patents (1976-2016). Predict the product of the given reaction. (1) The product is: [C:1]([C:3]1[CH:39]=[CH:38][C:6]2[N:7]([CH2:30][O:31][CH2:32][CH2:33][Si:34]([CH3:36])([CH3:37])[CH3:35])[C:8]([CH:10]([C:11]3[C:19]([O:20][CH3:21])=[CH:18][C:17]([CH3:22])=[C:16]4[C:12]=3[CH:13]=[CH:14][N:15]4[C:23]([O:25][C:26]([CH3:27])([CH3:28])[CH3:29])=[O:24])[CH:90]([CH3:95])[C:91]([O:93][CH3:94])=[O:92])=[N:9][C:5]=2[CH:4]=1)#[N:2].[C:40]([C:42]1[CH:43]=[CH:44][C:45]2[N:49]=[C:48]([CH:50]([C:51]3[C:59]([O:60][CH3:61])=[CH:58][C:57]([CH3:62])=[C:56]4[C:52]=3[CH:53]=[CH:54][N:55]4[C:63]([O:65][C:66]([CH3:67])([CH3:68])[CH3:69])=[O:64])[CH:90]([CH3:95])[C:91]([O:93][CH3:94])=[O:92])[N:47]([CH2:70][O:71][CH2:72][CH2:73][Si:74]([CH3:76])([CH3:77])[CH3:75])[C:46]=2[CH:78]=1)#[N:41]. Given the reactants [C:1]([C:3]1[CH:39]=[CH:38][C:6]2[N:7]([CH2:30][O:31][CH2:32][CH2:33][Si:34]([CH3:37])([CH3:36])[CH3:35])[C:8]([CH2:10][C:11]3[C:19]([O:20][CH3:21])=[CH:18][C:17]([CH3:22])=[C:16]4[C:12]=3[CH:13]=[CH:14][N:15]4[C:23]([O:25][C:26]([CH3:29])([CH3:28])[CH3:27])=[O:24])=[N:9][C:5]=2[CH:4]=1)#[N:2].[C:40]([C:42]1[CH:43]=[CH:44][C:45]2[N:49]=[C:48]([CH2:50][C:51]3[C:59]([O:60][CH3:61])=[CH:58][C:57]([CH3:62])=[C:56]4[C:52]=3[CH:53]=[CH:54][N:55]4[C:63]([O:65][C:66]([CH3:69])([CH3:68])[CH3:67])=[O:64])[N:47]([CH2:70][O:71][CH2:72][CH2:73][Si:74]([CH3:77])([CH3:76])[CH3:75])[C:46]=2[CH:78]=1)#[N:41].[Li+].C[Si]([N-][Si](C)(C)C)(C)C.Br[CH:90]([CH3:95])[C:91]([O:93][CH3:94])=[O:92].C([O-])(O)=O.[Na+], predict the reaction product. (2) The product is: [N+:1]([C:4]1[CH:19]=[CH:18][C:7]([CH2:8][N:9]2[CH2:14][CH2:13][N:12]([CH2:15][CH2:16][O:17][C:24](=[O:26])[CH3:25])[CH2:11][CH2:10]2)=[C:6]([C:20]([F:23])([F:22])[F:21])[CH:5]=1)([O-:3])=[O:2]. Given the reactants [N+:1]([C:4]1[CH:19]=[CH:18][C:7]([CH2:8][N:9]2[CH2:14][CH2:13][N:12]([CH2:15][CH2:16][OH:17])[CH2:11][CH2:10]2)=[C:6]([C:20]([F:23])([F:22])[F:21])[CH:5]=1)([O-:3])=[O:2].[C:24](Cl)(=[O:26])[CH3:25].C([O-])(O)=O.[Na+], predict the reaction product. (3) Given the reactants Cl.Cl.[CH2:3]([O:10][C:11]1[CH:16]=[CH:15][C:14]([CH:17]([C:28]2([OH:34])[CH2:33][CH2:32][CH2:31][CH2:30][CH2:29]2)[CH2:18][N:19]2[CH2:24][CH2:23][CH:22]([N:25]([CH3:27])[CH3:26])[CH2:21][CH2:20]2)=[CH:13][C:12]=1[Cl:35])[C:4]1[CH:9]=[CH:8][CH:7]=[CH:6][CH:5]=1.Cl.Cl.NC1CCN(CC(C2(O)CCCCC2)C2C=CC(OCC3C=CC=CC=3)=C(Cl)C=2)CC1, predict the reaction product. The product is: [CH2:3]([O:10][C:11]1[CH:16]=[CH:15][C:14]([CH:17]([C:28]2([OH:34])[CH2:33][CH2:32][CH2:31][CH2:30][CH2:29]2)[CH2:18][N:19]2[CH2:20][CH2:21][CH:22]([N:25]([CH3:27])[CH3:26])[CH2:23][CH2:24]2)=[CH:13][C:12]=1[Cl:35])[C:4]1[CH:5]=[CH:6][CH:7]=[CH:8][CH:9]=1.